The task is: Regression. Given a peptide amino acid sequence and an MHC pseudo amino acid sequence, predict their binding affinity value. This is MHC class I binding data.. This data is from Peptide-MHC class I binding affinity with 185,985 pairs from IEDB/IMGT. (1) The peptide sequence is PFFFGFSHF. The MHC is HLA-A24:03 with pseudo-sequence HLA-A24:03. The binding affinity (normalized) is 0.394. (2) The peptide sequence is AEWDRVHPV. The MHC is HLA-A68:01 with pseudo-sequence HLA-A68:01. The binding affinity (normalized) is 0. (3) The peptide sequence is KTPLTLVDICF. The MHC is H-2-Kb with pseudo-sequence H-2-Kb. The binding affinity (normalized) is 0. (4) The peptide sequence is PEDDGTDWF. The MHC is HLA-B15:17 with pseudo-sequence HLA-B15:17. The binding affinity (normalized) is 0.0847. (5) The peptide sequence is GFPSLESSF. The MHC is HLA-B08:03 with pseudo-sequence HLA-B08:03. The binding affinity (normalized) is 0.0847. (6) The peptide sequence is LLRVISGVL. The MHC is HLA-A68:02 with pseudo-sequence HLA-A68:02. The binding affinity (normalized) is 0.271.